Dataset: Reaction yield outcomes from USPTO patents with 853,638 reactions. Task: Predict the reaction yield, written as a fraction of the theoretical maximum amount of product (1.0 means a 100% yield; for example, 0.34 means a 34% yield). (1) The reactants are [CH3:1][C:2]1[O:6][C:5]([C:7]2[CH:12]=[CH:11][CH:10]=[CH:9][CH:8]=2)=[N:4][C:3]=1[CH2:13][O:14][C:15]1[CH:23]=[CH:22][C:18]([CH2:19][O:20][NH2:21])=[CH:17][CH:16]=1.[O:24]1[CH:28]=[CH:27][CH:26]=[C:25]1[C:29](=O)[CH2:30][CH2:31][C:32]([O:34][CH2:35][CH3:36])=[O:33].C(O)(=O)C.C([O-])(=O)C.[Na+]. The catalyst is C(OCC)(=O)C.CCCCCC.O.C(O)C. The product is [O:24]1[CH:28]=[CH:27][CH:26]=[C:25]1/[C:29](=[N:21]/[O:20][CH2:19][C:18]1[CH:17]=[CH:16][C:15]([O:14][CH2:13][C:3]2[N:4]=[C:5]([C:7]3[CH:8]=[CH:9][CH:10]=[CH:11][CH:12]=3)[O:6][C:2]=2[CH3:1])=[CH:23][CH:22]=1)/[CH2:30][CH2:31][C:32]([O:34][CH2:35][CH3:36])=[O:33]. The yield is 0.240. (2) The reactants are [Br:1][CH2:2][C:3]1[N:7]([CH3:8])[C:6]([C:9]#[N:10])=[N:5][C:4]=1[N+:11]([O-:13])=[O:12].C(OCC)(=[O:16])C. The catalyst is O. The product is [Br:1][CH2:2][C:3]1[N:7]([CH3:8])[C:6]([C:9]([NH2:10])=[O:16])=[N:5][C:4]=1[N+:11]([O-:13])=[O:12]. The yield is 0.840. (3) The reactants are [Br:1][C:2]1[CH:3]=[C:4]([F:10])[C:5]([F:9])=[C:6]([OH:8])[CH:7]=1.C([O-])([O-])=O.[K+].[K+].[CH2:17]1[O:19][C@H:18]1[CH2:20]OS(C1C=C([N+]([O-])=O)C=CC=1)(=O)=O. The catalyst is CC(C)=O. The product is [Br:1][C:2]1[CH:3]=[C:4]([F:10])[C:5]([F:9])=[C:6]([CH:7]=1)[O:8][CH2:20][C@H:18]1[CH2:17][O:19]1. The yield is 0.970. (4) The reactants are Cl.[OH:2][C:3]1[CH:13]=[C:12]([O:14][CH2:15][CH2:16][O:17][CH2:18][CH2:19][O:20][CH3:21])[CH:11]=[CH:10][C:4]=1[C:5](=[NH:9])OCC.Cl.N[CH2:24][C:25]([NH:31]Cl)([CH3:30])[C:26]([O:28][CH3:29])=[O:27].CCN(CC)CC. The catalyst is CO. The product is [OH:2][C:3]1[CH:13]=[C:12]([O:14][CH2:15][CH2:16][O:17][CH2:18][CH2:19][O:20][CH3:21])[CH:11]=[CH:10][C:4]=1[C:5]1[NH:9][CH2:24][C:25]([CH3:30])([C:26]([O:28][CH3:29])=[O:27])[N:31]=1. The yield is 0.500. (5) The reactants are [C:1]1(N)C(F)=C(F)C(F)=C(N)C=1F.Cl.Cl.[NH:15]1[CH2:20][CH2:19][CH:18]([N:21]2[CH2:25][CH2:24][N:23]([CH2:26][CH2:27][CH2:28][N:29]3[CH2:34][CH2:33][CH2:32][CH2:31][CH2:30]3)[C:22]2=[C:35]([C:38]#[N:39])[C:36]#[N:37])[CH2:17][CH2:16]1.C=O.C(=O)([O-])[O-].[Na+].[Na+]. The catalyst is ClCCCl. The product is [CH3:1][N:15]1[CH2:20][CH2:19][CH:18]([N:21]2[CH2:25][CH2:24][N:23]([CH2:26][CH2:27][CH2:28][N:29]3[CH2:34][CH2:33][CH2:32][CH2:31][CH2:30]3)[C:22]2=[C:35]([C:36]#[N:37])[C:38]#[N:39])[CH2:17][CH2:16]1. The yield is 0.408.